The task is: Predict the reaction yield, written as a fraction of the theoretical maximum amount of product (1.0 means a 100% yield; for example, 0.34 means a 34% yield).. This data is from Reaction yield outcomes from USPTO patents with 853,638 reactions. (1) The reactants are [Cl:1][C:2]1[CH:7]=[CH:6][CH:5]=[CH:4][C:3]=1[C:8]1[CH:13]=[CH:12][N:11]=[CH:10][C:9]=1[NH:14][CH2:15][C:16]#[N:17].[CH3:18][S:19]([C:22]1[CH:23]=[C:24]([CH:28]=[C:29]([C:31]([F:34])([F:33])[F:32])[CH:30]=1)[C:25](O)=[O:26])(=[O:21])=[O:20]. No catalyst specified. The product is [Cl:1][C:2]1[CH:7]=[CH:6][CH:5]=[CH:4][C:3]=1[C:8]1[CH:13]=[CH:12][N:11]=[CH:10][C:9]=1[N:14]([CH2:15][C:16]#[N:17])[C:25](=[O:26])[C:24]1[CH:28]=[C:29]([C:31]([F:34])([F:32])[F:33])[CH:30]=[C:22]([S:19]([CH3:18])(=[O:21])=[O:20])[CH:23]=1. The yield is 0.250. (2) The reactants are [CH2:1]([O:3][C:4]1[CH:14]=[CH:13][CH:12]=[CH:11][C:5]=1[C:6]([O:8]CC)=[O:7])[CH3:2].CC(C)([O-])C.[K+].CCCCCC.C(OCC)(=O)C.Cl. The catalyst is CS(C)=O. The product is [CH2:1]([O:3][C:4]1[CH:14]=[CH:13][CH:12]=[CH:11][C:5]=1[C:6]([OH:8])=[O:7])[CH3:2]. The yield is 0.800.